Dataset: Reaction yield outcomes from USPTO patents with 853,638 reactions. Task: Predict the reaction yield, written as a fraction of the theoretical maximum amount of product (1.0 means a 100% yield; for example, 0.34 means a 34% yield). The reactants are [NH2:1][CH2:2][C:3]1[CH:4]=[C:5]([CH:13]=[C:14]([C:16]([F:19])([F:18])[F:17])[CH:15]=1)[C:6]([O:8]C(C)(C)C)=[O:7].FC(F)(F)C(O)=O. The catalyst is C(Cl)Cl. The product is [NH2:1][CH2:2][C:3]1[CH:4]=[C:5]([CH:13]=[C:14]([C:16]([F:17])([F:18])[F:19])[CH:15]=1)[C:6]([OH:8])=[O:7]. The yield is 0.904.